Dataset: Forward reaction prediction with 1.9M reactions from USPTO patents (1976-2016). Task: Predict the product of the given reaction. Given the reactants NCC[C:4]1[C:13]2[C:8](=[CH:9][CH:10]=[CH:11][CH:12]=2)[O:7][C:6](=[O:14])[CH:5]=1.C1(C=CC=C(O)C=1)[OH:16], predict the reaction product. The product is: [OH:16][C:5]1[C:6](=[O:14])[O:7][C:8]2[C:13]([CH:4]=1)=[CH:12][CH:11]=[CH:10][CH:9]=2.